Dataset: Reaction yield outcomes from USPTO patents with 853,638 reactions. Task: Predict the reaction yield, written as a fraction of the theoretical maximum amount of product (1.0 means a 100% yield; for example, 0.34 means a 34% yield). The reactants are [CH2:1]([NH:5][C:6](=O)[C:7]1[CH:12]=[CH:11][CH:10]=[C:9]([O:13][CH3:14])[C:8]=1[O:15][CH3:16])[CH2:2][CH2:3][CH3:4].B. The catalyst is C1COCC1.C(OCC)C. The product is [CH2:1]([NH:5][CH2:6][C:7]1[CH:12]=[CH:11][CH:10]=[C:9]([O:13][CH3:14])[C:8]=1[O:15][CH3:16])[CH2:2][CH2:3][CH3:4]. The yield is 0.540.